From a dataset of Catalyst prediction with 721,799 reactions and 888 catalyst types from USPTO. Predict which catalyst facilitates the given reaction. (1) Reactant: [CH3:1][O:2][C:3](=[O:23])[CH2:4][NH:5][C:6]([C:8]1[C:13]([OH:14])=[CH:12][C:11](OS(C(F)(F)F)(=O)=O)=[CH:10][N:9]=1)=[O:7].[Cl:24][C:25]1[CH:26]=[C:27](B(O)O)[CH:28]=[CH:29][CH:30]=1.[O-]P([O-])([O-])=O.[K+].[K+].[K+]. Product: [CH3:1][O:2][C:3](=[O:23])[CH2:4][NH:5][C:6]([C:8]1[C:13]([OH:14])=[CH:12][C:11]([C:29]2[CH:28]=[CH:27][CH:26]=[C:25]([Cl:24])[CH:30]=2)=[CH:10][N:9]=1)=[O:7]. The catalyst class is: 75. (2) Reactant: [N+:1]([C:4]1C=CNN=1)([O-:3])=[O:2].O[CH:10]1[CH2:15][CH2:14][N:13]([C:16]([O:18][C:19]([CH3:22])([CH3:21])[CH3:20])=[O:17])[CH2:12][CH2:11]1.C1(P(C2C=CC=CC=2)C2C=CC=CC=2)C=CC=CC=1.[N:42]([C:50](OC(C)C)=O)=[N:43][C:44](OC(C)C)=O. Product: [N+:1]([C:4]1[CH:50]=[N:42][N:43]([CH:10]2[CH2:15][CH2:14][N:13]([C:16]([O:18][C:19]([CH3:22])([CH3:21])[CH3:20])=[O:17])[CH2:12][CH2:11]2)[CH:44]=1)([O-:3])=[O:2]. The catalyst class is: 1. (3) Reactant: [CH3:1][C:2]([C:12]1[CH:17]=[CH:16][CH:15]=[CH:14][N:13]=1)([CH3:11])[CH:3]([C:5]1[CH:10]=[CH:9][CH:8]=[CH:7][CH:6]=1)[NH2:4].Cl.C(OC(C)C)(=[O:21])C. Product: [CH3:11][C:2]([C:12]1[CH:17]=[CH:16][CH:15]=[CH:14][N:13]=1)([CH3:1])[C@@H:3]([C:5]1[CH:10]=[CH:9][CH:8]=[CH:7][CH:6]=1)[NH2:4].[C:5]1([C:3](=[O:21])[CH:2]([C:12]2[CH:17]=[CH:16][CH:15]=[CH:14][N:13]=2)[CH3:1])[CH:10]=[CH:9][CH:8]=[CH:7][CH:6]=1. The catalyst class is: 32. (4) Reactant: [F:1][C@@H:2]1[C@@H:6]([CH2:7][OH:8])[O:5][C@@H:4]([N:9]2[C:19]3[N:18]=[C:16]([NH2:17])[NH:15][C:13](=[O:14])[C:12]=3[N:11]=[CH:10]2)[CH2:3]1.[C:20]([NH:30][C@H:31]([C:35]([O:37][CH2:38][CH:39]([CH2:44][O:45][C:46](=[O:62])[C@H:47]([CH:59]([CH3:61])[CH3:60])[NH:48][C:49]([O:51][CH2:52][C:53]1[CH:58]=[CH:57][CH:56]=[CH:55][CH:54]=1)=[O:50])[CH2:40][C:41](O)=[O:42])=[O:36])[CH:32]([CH3:34])[CH3:33])([O:22][CH2:23][C:24]1[CH:29]=[CH:28][CH:27]=[CH:26][CH:25]=1)=[O:21].C1C=CC2N(O)N=NC=2C=1.C1CCC(N=C=NC2CCCCC2)CC1. Product: [F:1][C@@H:2]1[C@@H:6]([CH2:7][O:8][C:41](=[O:42])[CH2:40][CH:39]([CH2:44][O:45][C:46](=[O:62])[C@H:47]([CH:59]([CH3:61])[CH3:60])[NH:48][C:49]([O:51][CH2:52][C:53]2[CH:54]=[CH:55][CH:56]=[CH:57][CH:58]=2)=[O:50])[CH2:38][O:37][C:35](=[O:36])[C@H:31]([CH:32]([CH3:34])[CH3:33])[NH:30][C:20]([O:22][CH2:23][C:24]2[CH:29]=[CH:28][CH:27]=[CH:26][CH:25]=2)=[O:21])[O:5][C@@H:4]([N:9]2[C:19]3[N:18]=[C:16]([NH2:17])[NH:15][C:13](=[O:14])[C:12]=3[N:11]=[CH:10]2)[CH2:3]1. The catalyst class is: 241. (5) Reactant: Br[C:2]1[CH:3]=[C:4]([CH3:9])[C:5]([NH2:8])=[N:6][CH:7]=1.[CH3:10][N:11]([CH3:21])[C:12]1[CH:17]=[CH:16][C:15](B(O)O)=[CH:14][CH:13]=1.C([O-])([O-])=O.[Na+].[Na+]. Product: [CH3:10][N:11]([CH3:21])[C:12]1[CH:17]=[CH:16][C:15]([C:2]2[CH:3]=[C:4]([CH3:9])[C:5]([NH2:8])=[N:6][CH:7]=2)=[CH:14][CH:13]=1. The catalyst class is: 109. (6) Reactant: [OH:1][C@@H:2]1[CH2:7][CH2:6][C@H:5]([NH:8][C:9](=[O:18])[O:10][CH2:11][C:12]2[CH:17]=[CH:16][CH:15]=[CH:14][CH:13]=2)[C@H:4]([CH2:19][OH:20])[CH2:3]1.[C:21](Cl)([C:34]1[CH:39]=[CH:38][CH:37]=[CH:36][CH:35]=1)([C:28]1[CH:33]=[CH:32][CH:31]=[CH:30][CH:29]=1)[C:22]1[CH:27]=[CH:26][CH:25]=[CH:24][CH:23]=1.CCOC(C)=O.CCCCCC. Product: [OH:1][C@@H:2]1[CH2:7][CH2:6][C@H:5]([NH:8][C:9](=[O:18])[O:10][CH2:11][C:12]2[CH:17]=[CH:16][CH:15]=[CH:14][CH:13]=2)[C@H:4]([CH2:19][O:20][C:21]([C:22]2[CH:27]=[CH:26][CH:25]=[CH:24][CH:23]=2)([C:34]2[CH:35]=[CH:36][CH:37]=[CH:38][CH:39]=2)[C:28]2[CH:29]=[CH:30][CH:31]=[CH:32][CH:33]=2)[CH2:3]1. The catalyst class is: 17.